Predict which catalyst facilitates the given reaction. From a dataset of Catalyst prediction with 721,799 reactions and 888 catalyst types from USPTO. Reactant: [C:1]([OH:14])(=[O:13])/[CH:2]=[CH:3]/[C:4]1[CH:12]=[CH:11][C:9]([OH:10])=[C:6]([O:7][CH3:8])[CH:5]=1.N1C=CC=CC=1.[C:21](OC(=O)C)(=[O:23])[CH3:22].Cl. Product: [C:21](/[C:2](=[CH:3]\[C:4]1[CH:12]=[CH:11][C:9]([OH:10])=[C:6]([O:7][CH3:8])[CH:5]=1)/[C:1]([OH:14])=[O:13])(=[O:23])[CH3:22]. The catalyst class is: 6.